Dataset: Full USPTO retrosynthesis dataset with 1.9M reactions from patents (1976-2016). Task: Predict the reactants needed to synthesize the given product. Given the product [NH2:26][C:22]1[CH:21]=[CH:20][CH:19]=[C:18]2[C:23]=1[C:24](=[O:25])[C:6]1([NH:5][C:3](=[O:4])[CH2:2][Cl:1])[C:10]3[CH:11]=[CH:12][C:13]([CH:15]([CH3:16])[CH3:17])=[CH:14][C:9]=3[O:8][C:7]12[OH:29], predict the reactants needed to synthesize it. The reactants are: [Cl:1][CH2:2][C:3]([NH:5][C:6]12[C:24](=[O:25])[C:23]3[C:18](=[CH:19][CH:20]=[CH:21][C:22]=3[N+:26]([O-])=O)[C:7]1([OH:29])[O:8][C:9]1[CH:14]=[C:13]([CH:15]([CH3:17])[CH3:16])[CH:12]=[CH:11][C:10]=12)=[O:4].O.